Task: Predict which catalyst facilitates the given reaction.. Dataset: Catalyst prediction with 721,799 reactions and 888 catalyst types from USPTO (1) Reactant: [C:1]([NH:5][C:6]1[C:15]2[CH:14]=[CH:13][CH:12]=[C:11]([C:16]([O:18]C)=[O:17])[C:10]=2[CH:9]=[CH:8][N:7]=1)([CH3:4])([CH3:3])[CH3:2].O1CCCC1.[Li+].[OH-].Cl. Product: [C:1]([NH:5][C:6]1[C:15]2[CH:14]=[CH:13][CH:12]=[C:11]([C:16]([OH:18])=[O:17])[C:10]=2[CH:9]=[CH:8][N:7]=1)([CH3:4])([CH3:2])[CH3:3]. The catalyst class is: 13. (2) Reactant: [C:1]([N:8]1[CH2:15][C@@H:14]([NH:16][C:17]([O:19][CH2:20][CH:21]2[C:33]3[C:28](=[CH:29][CH:30]=[CH:31][CH:32]=3)[C:27]3[C:22]2=[CH:23][CH:24]=[CH:25][CH:26]=3)=[O:18])[CH2:13][C@H:9]1[C:10](O)=[O:11])([O:3][C:4]([CH3:7])([CH3:6])[CH3:5])=[O:2].C(Cl)CCl.C1C=NC2N(O)N=NC=2C=1.CN1CCOCC1.[C@H:55]1([NH2:65])[C:64]2[C:59](=[CH:60][CH:61]=[CH:62][CH:63]=2)[CH2:58][CH2:57][CH2:56]1. Product: [CH:32]1[C:33]2[CH:21]([CH2:20][O:19][C:17]([NH:16][C@@H:14]3[CH2:15][N:8]([C:1]([O:3][C:4]([CH3:6])([CH3:7])[CH3:5])=[O:2])[C@H:9]([C:10](=[O:11])[NH:65][C@H:55]4[C:64]5[C:59](=[CH:60][CH:61]=[CH:62][CH:63]=5)[CH2:58][CH2:57][CH2:56]4)[CH2:13]3)=[O:18])[C:22]3[C:27](=[CH:26][CH:25]=[CH:24][CH:23]=3)[C:28]=2[CH:29]=[CH:30][CH:31]=1. The catalyst class is: 18. (3) Reactant: [CH3:1][C:2]1[O:6][N:5]=[C:4]([C:7]([N:9]2[CH2:14][CH2:13][CH:12]([CH2:15][C:16]([O:18]C)=[O:17])[CH2:11][CH2:10]2)=[O:8])[CH:3]=1.CO.[OH-].[Na+]. Product: [CH3:1][C:2]1[O:6][N:5]=[C:4]([C:7]([N:9]2[CH2:10][CH2:11][CH:12]([CH2:15][C:16]([OH:18])=[O:17])[CH2:13][CH2:14]2)=[O:8])[CH:3]=1. The catalyst class is: 6. (4) Reactant: [C:1]([CH2:3][C:4]1([C:17]([O:19]C)=[O:18])[CH2:9][CH2:8][N:7]([C:10]([O:12][C:13]([CH3:16])([CH3:15])[CH3:14])=[O:11])[CH2:6][CH2:5]1)#[N:2].CO.[OH-].[Li+].Cl. Product: [C:13]([O:12][C:10]([N:7]1[CH2:8][CH2:9][C:4]([CH2:3][C:1]#[N:2])([C:17]([OH:19])=[O:18])[CH2:5][CH2:6]1)=[O:11])([CH3:16])([CH3:15])[CH3:14]. The catalyst class is: 20.